This data is from Reaction yield outcomes from USPTO patents with 853,638 reactions. The task is: Predict the reaction yield, written as a fraction of the theoretical maximum amount of product (1.0 means a 100% yield; for example, 0.34 means a 34% yield). (1) The reactants are [Cl:1][C:2]1[CH:9]=[CH:8][C:7]([N+:10]([O-])=O)=[CH:6][C:3]=1[C:4]#[N:5].[OH-].[Na+]. The catalyst is C(O)C. The product is [C:4]([C:3]1[CH:6]=[C:7]([CH:8]=[CH:9][C:2]=1[Cl:1])[NH2:10])#[N:5]. The yield is 0.510. (2) The reactants are [CH:1]1([NH:4][C:5](=[O:18])[C:6]2[CH:11]=[CH:10][CH:9]=[C:8]([C:12]3[CH2:13][CH2:14][NH:15][CH2:16][CH:17]=3)[N:7]=2)[CH2:3][CH2:2]1.[F:19][C:20]([F:35])([F:34])[C:21]([C:23]1[CH:28]=[CH:27][C:26]([O:29][C:30]([F:33])([F:32])[F:31])=[CH:25][CH:24]=1)=O.C(N(CC)CC)C.C([BH3-])#N.[Na+]. The catalyst is C(Cl)Cl.CO.[Ti](Cl)(Cl)(Cl)Cl. The product is [CH:1]1([NH:4][C:5]([C:6]2[N:7]=[C:8]([C:12]3[CH2:13][CH2:14][N:15]([CH:21]([C:23]4[CH:24]=[CH:25][C:26]([O:29][C:30]([F:31])([F:32])[F:33])=[CH:27][CH:28]=4)[C:20]([F:35])([F:34])[F:19])[CH2:16][CH:17]=3)[CH:9]=[CH:10][CH:11]=2)=[O:18])[CH2:3][CH2:2]1. The yield is 0.260. (3) The reactants are Br[C:2]1[CH:11]=[CH:10][CH:9]=[C:8]2[C:3]=1[CH:4]=[C:5]([C:13]1[CH:18]=[CH:17][C:16]([CH2:19][N:20]3[CH2:25][CH2:24][N:23]([CH3:26])[CH2:22][CH2:21]3)=[CH:15][CH:14]=1)[NH:6][C:7]2=[O:12].[CH3:27][N:28](C=O)C. The catalyst is CCOC(C)=O.[C-]#N.[Zn+2].[C-]#N.C1C=CC([P]([Pd]([P](C2C=CC=CC=2)(C2C=CC=CC=2)C2C=CC=CC=2)([P](C2C=CC=CC=2)(C2C=CC=CC=2)C2C=CC=CC=2)[P](C2C=CC=CC=2)(C2C=CC=CC=2)C2C=CC=CC=2)(C2C=CC=CC=2)C2C=CC=CC=2)=CC=1. The product is [CH3:26][N:23]1[CH2:22][CH2:21][N:20]([CH2:19][C:16]2[CH:17]=[CH:18][C:13]([C:5]3[NH:6][C:7](=[O:12])[C:8]4[CH:9]=[CH:10][CH:11]=[C:2]([C:27]#[N:28])[C:3]=4[CH:4]=3)=[CH:14][CH:15]=2)[CH2:25][CH2:24]1. The yield is 0.680. (4) The reactants are [C:1]1([C:7]2[CH:11]=[CH:10][NH:9][N:8]=2)[CH:6]=[CH:5][CH:4]=[CH:3][CH:2]=1.[CH3:12][O:13][C:14]1[CH:21]=[CH:20][C:17]([CH2:18]Cl)=[CH:16][CH:15]=1.C([O-])([O-])=O.[K+].[K+]. The catalyst is C(C(C)=O)C. The product is [CH3:12][O:13][C:14]1[CH:21]=[CH:20][C:17]([CH2:18][N:9]2[CH:10]=[CH:11][C:7]([C:1]3[CH:2]=[CH:3][CH:4]=[CH:5][CH:6]=3)=[N:8]2)=[CH:16][CH:15]=1. The yield is 0.890. (5) No catalyst specified. The product is [Br:10][C:11]1[CH:19]=[CH:18][C:14]([C:15]([NH:26][C@@H:24]([CH:21]2[CH2:23][CH2:22]2)[CH3:25])=[O:17])=[CH:13][C:12]=1[F:20]. The reactants are C(N(CC)C(C)C)(C)C.[Br:10][C:11]1[CH:19]=[CH:18][C:14]([C:15]([OH:17])=O)=[CH:13][C:12]=1[F:20].[CH:21]1([C@H:24]([NH2:26])[CH3:25])[CH2:23][CH2:22]1.F[P-](F)(F)(F)(F)F.N1(O[P+](N(C)C)(N(C)C)N(C)C)C2C=CC=CC=2N=N1.C(Cl)Cl.C([O-])(O)=O.[Na+]. The yield is 0.940.